From a dataset of Full USPTO retrosynthesis dataset with 1.9M reactions from patents (1976-2016). Predict the reactants needed to synthesize the given product. (1) Given the product [CH3:31][N:32]([CH3:33])[CH2:34][CH2:35][O:28][C:25]1[CH:24]=[CH:23][C:22]([N:19]2[CH2:18][CH2:17][N:16]([CH2:15][C:5]3[N:4]([CH2:3][C:2]([CH3:30])([CH3:29])[CH3:1])[C:8]4[N:9]=[C:10]([C:13]#[N:14])[N:11]=[CH:12][C:7]=4[CH:6]=3)[CH2:21][CH2:20]2)=[CH:27][CH:26]=1, predict the reactants needed to synthesize it. The reactants are: [CH3:1][C:2]([CH3:30])([CH3:29])[CH2:3][N:4]1[C:8]2[N:9]=[C:10]([C:13]#[N:14])[N:11]=[CH:12][C:7]=2[CH:6]=[C:5]1[CH2:15][N:16]1[CH2:21][CH2:20][N:19]([C:22]2[CH:27]=[CH:26][C:25]([OH:28])=[CH:24][CH:23]=2)[CH2:18][CH2:17]1.[CH3:31][N:32]([CH2:34][CH3:35])[CH3:33].Cl.C(=O)([O-])[O-].[K+].[K+]. (2) Given the product [S:16]1[C:17]2[CH:23]=[CH:22][CH:21]=[CH:20][C:18]=2[N:19]=[C:15]1[O:14][C:13]1[CH:12]=[CH:11][C:10]([CH2:9][N:3]2[CH2:4][C@@H:5]3[CH2:8][C@H:2]2[CH2:7][N:6]3[C:36](=[O:37])[CH2:35][O:34][CH3:33])=[CH:25][CH:24]=1, predict the reactants needed to synthesize it. The reactants are: Cl.[C@H:2]12[CH2:8][C@H:5]([NH:6][CH2:7]1)[CH2:4][N:3]2[CH2:9][C:10]1[CH:25]=[CH:24][C:13]([O:14][C:15]2[S:16][C:17]3[CH:23]=[CH:22][CH:21]=[CH:20][C:18]=3[N:19]=2)=[CH:12][CH:11]=1.CCN(CC)CC.[CH3:33][O:34][CH2:35][C:36](Cl)=[O:37]. (3) The reactants are: [Cl:1][C:2]1[CH:7]=[CH:6][C:5]([CH2:8][CH2:9][C:10]([NH:12][CH3:13])=[O:11])=[CH:4][C:3]=1[CH2:14][OH:15]. Given the product [Cl:1][C:2]1[CH:7]=[CH:6][C:5]([CH2:8][CH2:9][C:10]([NH:12][CH3:13])=[O:11])=[CH:4][C:3]=1[CH:14]=[O:15], predict the reactants needed to synthesize it. (4) Given the product [NH2:10][C:8]1[C:7]([CH3:13])=[CH:6][C:5]([C:14]2[CH:19]=[CH:18][C:17]([C:20]([NH:22][CH3:23])=[O:21])=[CH:16][CH:15]=2)=[C:4]([CH:1]([CH3:3])[CH3:2])[CH:9]=1, predict the reactants needed to synthesize it. The reactants are: [CH:1]([C:4]1[CH:9]=[C:8]([N+:10]([O-])=O)[C:7]([CH3:13])=[CH:6][C:5]=1[C:14]1[CH:19]=[CH:18][C:17]([C:20]([NH:22][CH3:23])=[O:21])=[CH:16][CH:15]=1)([CH3:3])[CH3:2]. (5) Given the product [Cl:2][C:3]1[CH:4]=[CH:5][C:6]([CH:7]([NH:14][C:31]([CH2:30][NH:29][C:27](=[O:28])[CH2:26][CH2:25][C:22]2[CH:21]=[CH:20][C:19]([O:18][CH3:17])=[CH:24][CH:23]=2)=[O:32])[C:8]2[CH:13]=[CH:12][CH:11]=[CH:10][CH:9]=2)=[CH:15][CH:16]=1, predict the reactants needed to synthesize it. The reactants are: Cl.[Cl:2][C:3]1[CH:16]=[CH:15][C:6]([CH:7]([NH2:14])[C:8]2[CH:13]=[CH:12][CH:11]=[CH:10][CH:9]=2)=[CH:5][CH:4]=1.[CH3:17][O:18][C:19]1[CH:24]=[CH:23][C:22]([CH2:25][CH2:26][C:27]([NH:29][CH2:30][C:31](O)=[O:32])=[O:28])=[CH:21][CH:20]=1. (6) Given the product [Cl:7][C:8]1[N:13]=[CH:12][C:11]([CH2:14][N:15]2[CH:20]=[CH:19][CH:18]=[CH:17][C:16]2=[N:21][C:22](=[N:27][O:28][C:5](=[O:6])[NH:4][CH2:1][CH2:2][CH3:3])[C:23]([F:24])([F:25])[F:26])=[CH:10][CH:9]=1, predict the reactants needed to synthesize it. The reactants are: [CH2:1]([N:4]=[C:5]=[O:6])[CH2:2][CH3:3].[Cl:7][C:8]1[N:13]=[CH:12][C:11]([CH2:14][N:15]2[CH:20]=[CH:19][CH:18]=[CH:17][C:16]2=[N:21][C:22](=[N:27][OH:28])[C:23]([F:26])([F:25])[F:24])=[CH:10][CH:9]=1.CC(C)([O-])C.[K+]. (7) Given the product [NH3:11].[Cl:1][C:2]1[CH:3]=[CH:4][C:5]2[C:15](=[C:16]3[CH2:17][CH2:18][N+:19]([O-:44])([C:36](=[O:37])[CH2:35][C:30]4[CH:29]=[CH:28][N:24]=[CH:32][CH:31]=4)[CH2:20][CH2:21]3)[C:10]3=[N:11][CH:12]=[CH:13][CH:14]=[C:9]3[CH2:8][CH2:7][C:6]=2[CH:22]=1, predict the reactants needed to synthesize it. The reactants are: [Cl:1][C:2]1[CH:3]=[CH:4][C:5]2[C:15](=[C:16]3[CH2:21][CH2:20][NH:19][CH2:18][CH2:17]3)[C:10]3=[N:11][CH:12]=[CH:13][CH:14]=[C:9]3[CH2:8][CH2:7][C:6]=2[CH:22]=1.O[N:24]1[C:28]2[CH:29]=[CH:30][CH:31]=[CH:32]C=2N=N1.CN1CC[O:37][CH2:36][CH2:35]1.CN(C=[O:44])C.